From a dataset of Reaction yield outcomes from USPTO patents with 853,638 reactions. Predict the reaction yield, written as a fraction of the theoretical maximum amount of product (1.0 means a 100% yield; for example, 0.34 means a 34% yield). The reactants are [CH3:1][O:2][C:3](=[O:15])[C:4]1[CH:9]=[CH:8][C:7]([C:10]([F:13])([F:12])[F:11])=[CH:6][C:5]=1[NH2:14].[I:16]I. The catalyst is CCO.S([O-])([O-])(=O)=O.[Ag+2]. The product is [CH3:1][O:2][C:3](=[O:15])[C:4]1[CH:9]=[C:8]([I:16])[C:7]([C:10]([F:13])([F:12])[F:11])=[CH:6][C:5]=1[NH2:14]. The yield is 0.830.